From a dataset of Experimentally validated miRNA-target interactions with 360,000+ pairs, plus equal number of negative samples. Binary Classification. Given a miRNA mature sequence and a target amino acid sequence, predict their likelihood of interaction. (1) The miRNA is hsa-miR-6867-5p with sequence UGUGUGUGUAGAGGAAGAAGGGA. The protein sequence of the target gene is MMLRLLSSLLLVAVASGYGPPSSRPSSRVVNGEDAVPYSWPWQVSLQYEKSGSFYHTCGGSLIAPDWVVTAGHCISSSRTYQVVLGEYDRAVKEGPEQVIPINSGDLFVHPLWNRSCVACGNDIALIKLSRSAQLGDAVQLASLPPAGDILPNETPCYITGWGRLYTNGPLPDKLQEALLPVVDYEHCSRWNWWGSSVKKTMVCAGGDIRSGCNGDSGGPLNCPTEDGGWQVHGVTSFVSAFGCNTRRKPTVFTRVSAFIDWIEETIASH. Result: 0 (no interaction). (2) The miRNA is hsa-miR-559 with sequence UAAAGUAAAUAUGCACCAAAA. The protein sequence of the target gene is METDESPSPLPCGPAGEAVMESRARPFQALPREQSPPPPLQTSSGAEVMDVGSGGDGQSELPAEDPFNFYGASLLSKGSFSKGRLLIDPNCSGHSPRTARHAPAVRKFSPDLKLLKDVKISVSFTESCRSKDRKVLYTGAERDVRAECGLLLSPVSGDVHACPFGGSVGDGVGIGGESADKKDEENELDQEKRVEYAVLDELEDFTDNLELDEEGAGGFTAKAIVQRDRVDEEALNFPYEDDFDNDVDALLEEGLCAPKKRRTEEKYGGDSDHPSDGETSVQPMMTKIKTVLKSRGRPPT.... Result: 0 (no interaction). (3) The miRNA is mmu-miR-5134-5p with sequence UUGGCAGAAAGGGCAGCUGUG. The protein sequence of the target gene is MRRMLSPRILLSSLPNASARKLFLIVLIIFVFWVVFMTSKDHTEFMVHLNNRIILRRWSIFKEFLHSEELKNTPASVEAELAVTAILEKLNQQIPPRPFQTHSSTTSAKQSTATIHNPQRTYCVGDQLNVLLVAKDYFGNRKEYGGDFLRARIFSPAMKAGTSGKVTDFNNGTYLVSFTLFWEGPVSLSILLMHPSEGVSALWRARNRGYGKIIFTGQFLNGTSPVLTECGLTLNTSAELCQYLDARDHEAFYCLKLPGVPCEALTHMTSKNSNISYLSLEEKLLFRRFNIGVEVVKNLS.... Result: 0 (no interaction). (4) The miRNA is hsa-miR-340-5p with sequence UUAUAAAGCAAUGAGACUGAUU. The protein sequence of the target gene is MGVEIETISPGDGRTFPKKGQICVVHYTGMLQNGKKFDSSRDRNKPFKFRIGKQEVIKGFEEGTAQMSLGQRAKLTCTPDVAYGATGHPGVIPPNATLIFDVELLSLE. Result: 0 (no interaction). (5) The miRNA is hsa-miR-3622b-3p with sequence UCACCUGAGCUCCCGUGCCUG. The protein sequence of the target gene is MAFFTGLWGPFTCVSRVLSHHCFSTTGSLSAIQKMTRVRVVDNSALGNSPYHRAPRCIHVYKKNGVGKVGDQILLAIKGQKKKALIVGHCMPGPRMTPRFDSNNVVLIEDNGNPVGTRIKTPIPTSLRKREGEYSKVLAIAQNFV. Result: 0 (no interaction). (6) The miRNA is mmu-miR-1931 with sequence AUGCAAGGGCUGGUGCGAUGGC. The protein sequence of the target gene is MASQQAPAKDLQTNNLEFTPTDSSGVQWAEDISNSPSAQLNFSPSNNGCWATQELQSLWKMFNSWLQPEKQTKEQMISQLVLEQFLLTGHCKDKYALTEKWKASGSDMRRFMESLTDECLKPPVMVHVSMQGQEALFSENMPLKEVIKLLKQQQSATRPTPDNEQMPVDTTQDRLLATGQENSENECNNSCNATEANVGESCSGNEMDSLLIIQKEQHPEHEEGNVVCQFPHGARRASQGTPSHHVDFPSAPTTADVPMEEQPKDLSRENISEDKNNCYNTSRNAATQVYSGDNIPRNKS.... Result: 0 (no interaction).